Task: Predict the reactants needed to synthesize the given product.. Dataset: Full USPTO retrosynthesis dataset with 1.9M reactions from patents (1976-2016) (1) Given the product [CH3:35][O:34][C:31]1[CH:32]=[CH:33][C:28]([C:26]2[N:6]=[C:5]([C:4]3[CH:15]=[CH:16][CH:17]=[CH:18][C:3]=3[O:2][CH3:1])[N:7]([C:8]3[CH:13]=[CH:12][C:11]([CH3:14])=[CH:10][CH:9]=3)[CH:25]=2)=[CH:29][CH:30]=1, predict the reactants needed to synthesize it. The reactants are: [CH3:1][O:2][C:3]1[CH:18]=[CH:17][CH:16]=[CH:15][C:4]=1[C:5]([NH:7][C:8]1[CH:13]=[CH:12][C:11]([CH3:14])=[CH:10][CH:9]=1)=[NH:6].C([O-])(O)=O.[Na+].Br[CH2:25][C:26]([C:28]1[CH:33]=[CH:32][C:31]([O:34][CH3:35])=[CH:30][CH:29]=1)=O. (2) Given the product [Cl:3][C:4]1[N:8]([CH2:18][O:17][CH2:16][CH2:15][Si:14]([CH3:21])([CH3:20])[CH3:13])[C:7]2[CH:9]=[CH:10][CH:11]=[CH:12][C:6]=2[N:5]=1, predict the reactants needed to synthesize it. The reactants are: [H-].[Na+].[Cl:3][C:4]1[NH:5][C:6]2[CH:12]=[CH:11][CH:10]=[CH:9][C:7]=2[N:8]=1.[CH3:13][Si:14]([CH3:21])([CH3:20])[CH2:15][CH2:16][O:17][CH2:18]Cl.